Dataset: Reaction yield outcomes from USPTO patents with 853,638 reactions. Task: Predict the reaction yield, written as a fraction of the theoretical maximum amount of product (1.0 means a 100% yield; for example, 0.34 means a 34% yield). (1) The reactants are [C:1]([O:5][C:6]([N:8]1[CH2:12][C@@H:11]([O:13][C:14]2[CH:23]=[CH:22][C:21]3[C:16](=[CH:17][CH:18]=[CH:19][CH:20]=3)[CH:15]=2)[CH2:10][C@H:9]1[C:24]([O:26]C)=[O:25])=[O:7])([CH3:4])([CH3:3])[CH3:2].[OH-].[Na+]. The catalyst is C1COCC1. The product is [C:1]([O:5][C:6]([N:8]1[CH2:12][C@@H:11]([O:13][C:14]2[CH:23]=[CH:22][C:21]3[C:16](=[CH:17][CH:18]=[CH:19][CH:20]=3)[CH:15]=2)[CH2:10][C@H:9]1[C:24]([OH:26])=[O:25])=[O:7])([CH3:4])([CH3:2])[CH3:3]. The yield is 0.850. (2) The reactants are Br[C:2]1[CH:3]=[C:4]2[C:8](=[CH:9][CH:10]=1)[NH:7][N:6]=[CH:5]2.CC1(C)C2C(=C(P(C3C=CC=CC=3)C3C=CC=CC=3)C=CC=2)OC2C(P(C3C=CC=CC=3)C3C=CC=CC=3)=CC=CC1=2.CCN(C(C)C)C(C)C.[C:62]([O:66][C:67]([N:69]1[CH2:73][CH2:72][C@@H:71]([C:74]2[CH:79]=[CH:78][C:77]([SH:80])=[CH:76][CH:75]=2)[CH2:70]1)=[O:68])([CH3:65])([CH3:64])[CH3:63].OS([O-])(=O)=O.[K+].[O-]S([O-])(=O)=O.[Na+].[Na+]. The catalyst is O1CCOCC1.C1C=CC(/C=C/C(/C=C/C2C=CC=CC=2)=O)=CC=1.C1C=CC(/C=C/C(/C=C/C2C=CC=CC=2)=O)=CC=1.C1C=CC(/C=C/C(/C=C/C2C=CC=CC=2)=O)=CC=1.[Pd].[Pd]. The product is [C:62]([O:66][C:67]([N:69]1[CH2:73][CH2:72][C@@H:71]([C:74]2[CH:79]=[CH:78][C:77]([S:80][C:2]3[CH:3]=[C:4]4[C:8](=[CH:9][CH:10]=3)[NH:7][N:6]=[CH:5]4)=[CH:76][CH:75]=2)[CH2:70]1)=[O:68])([CH3:65])([CH3:63])[CH3:64]. The yield is 0.620. (3) The reactants are [CH2:1]([C:3]1[C:4]([C:13]([C:15]2[CH:16]=[C:17]([CH:20]=[C:21]([CH3:23])[CH:22]=2)[CH:18]=O)=[O:14])=[N:5][C:6]([O:11][CH3:12])=[N:7][C:8]=1[O:9][CH3:10])[CH3:2].[C:24]([CH2:26]P(=O)(OCC)OCC)#[N:25].CC(C)([O-])C.[K+]. The catalyst is C1COCC1. The product is [CH2:1]([C:3]1[C:4]([C:13]([C:15]2[CH:16]=[C:17]([CH:18]=[CH:26][C:24]#[N:25])[CH:20]=[C:21]([CH3:23])[CH:22]=2)=[O:14])=[N:5][C:6]([O:11][CH3:12])=[N:7][C:8]=1[O:9][CH3:10])[CH3:2]. The yield is 0.720. (4) The reactants are Cl.Cl.[Cl:3][C:4]1[CH:5]=[N:6][C:7]2[NH:8][C:9]3[CH:10]=[CH:11][CH:12]=[C:13]([CH:26]=3)[CH2:14][CH2:15][C:16]3[CH:24]=[C:20]([NH:21][C:22]=1[N:23]=2)[CH:19]=[CH:18][C:17]=3[NH2:25].C(N(CC)C(C)C)(C)C.[C:36](Cl)(Cl)=[O:37].C1(C)C=CC=CC=1.[NH2:47][CH2:48][CH2:49][NH:50][C:51]([O:53][C:54]([CH3:57])([CH3:56])[CH3:55])=[O:52]. The catalyst is C(Cl)Cl. The product is [Cl:3][C:4]1[CH:5]=[N:6][C:7]2[NH:8][C:9]3[CH:10]=[CH:11][CH:12]=[C:13]([CH:26]=3)[CH2:14][CH2:15][C:16]3[CH:24]=[C:20]([NH:21][C:22]=1[N:23]=2)[CH:19]=[CH:18][C:17]=3[NH:25][C:36]([NH:47][CH2:48][CH2:49][NH:50][C:51](=[O:52])[O:53][C:54]([CH3:57])([CH3:56])[CH3:55])=[O:37]. The yield is 0.810. (5) The reactants are C[O:2][C:3]([C:5]1[S:6][C:7]([C:27]2[CH:32]=[CH:31][CH:30]=[CH:29][CH:28]=2)=[CH:8][C:9]=1[N:10]([CH:24]([CH3:26])[CH3:25])[C:11]([C@@H:13]1[CH2:18][CH2:17][C@@H:16]([CH3:19])[CH2:15][C@@H:14]1[O:20]C(=O)C)=[O:12])=[O:4].[Li+].[OH-]. The catalyst is O1CCOCC1.O. The product is [CH:24]([N:10]([C:11]([C@@H:13]1[CH2:18][CH2:17][C@@H:16]([CH3:19])[CH2:15][C@@H:14]1[OH:20])=[O:12])[C:9]1[CH:8]=[C:7]([C:27]2[CH:32]=[CH:31][CH:30]=[CH:29][CH:28]=2)[S:6][C:5]=1[C:3]([OH:4])=[O:2])([CH3:26])[CH3:25]. The yield is 0.290. (6) The reactants are [CH3:1][N:2]1[CH2:7][CH2:6][N:5]([CH2:8][CH2:9][CH2:10][C:11]2[C:19]3[CH2:18][CH2:17][CH2:16][CH2:15][C:14]=3[NH:13][C:12]=2[CH:20]=O)[CH2:4][CH2:3]1.[CH3:22][NH:23][S:24]([C:27]1[CH:28]=[C:29]2[C:33](=[CH:34][CH:35]=1)[NH:32][C:31](=[O:36])[CH2:30]2)(=[O:26])=[O:25]. No catalyst specified. The product is [CH3:22][NH:23][S:24]([C:27]1[CH:28]=[C:29]2[C:33](=[CH:34][CH:35]=1)[NH:32][C:31](=[O:36])/[C:30]/2=[CH:20]\[C:12]1[NH:13][C:14]2[CH2:15][CH2:16][CH2:17][CH2:18][C:19]=2[C:11]=1[CH2:10][CH2:9][CH2:8][N:5]1[CH2:4][CH2:3][N:2]([CH3:1])[CH2:7][CH2:6]1)(=[O:26])=[O:25]. The yield is 0.470. (7) The reactants are C(N(CC)CC)C.[CH:8]([C:10]1[C:18]2[C:13](=[CH:14][C:15]([O:19][CH3:20])=[CH:16][CH:17]=2)[N:12](C(OC(C)(C)C)=O)[CH:11]=1)=[O:9].[CH:28](=[N:35][C:36]1[CH:41]=[CH:40][CH:39]=[C:38]([O:42][CH3:43])[CH:37]=1)[C:29]1[CH:34]=[CH:33][CH:32]=[CH:31][CH:30]=1. The catalyst is [Cl-].C([N+]1C(C)=C(CCO)SC=1)C1C=CC=CC=1.C(O)C. The product is [CH3:20][O:19][C:15]1[CH:14]=[C:13]2[C:18]([C:10]([C:8](=[O:9])[CH:28]([NH:35][C:36]3[CH:41]=[CH:40][CH:39]=[C:38]([O:42][CH3:43])[CH:37]=3)[C:29]3[CH:30]=[CH:31][CH:32]=[CH:33][CH:34]=3)=[CH:11][NH:12]2)=[CH:17][CH:16]=1. The yield is 0.130. (8) The reactants are [NH:1]1[C:9]2[C:4](=[CH:5][CH:6]=[CH:7][CH:8]=2)[C:3]([CH2:10][C@H:11]2[N:28]([CH3:29])[C:27](=[O:30])[C@H:26]([CH3:31])[NH:25][C:24](=[O:32])[CH2:23][CH2:22][C:21]([CH3:33])=[CH:20][CH2:19][CH2:18][O:17][C:16](=[O:34])[CH2:15][C@H:14]([C:35]3[CH:40]=[CH:39][C:38]([O:41][Si](C(C)(C)C)(C)C)=[C:37]([Cl:49])[CH:36]=3)[NH:13][C:12]2=[O:50])=[CH:2]1.C(OCC)(=O)C. The catalyst is C1COCC1. The product is [NH:1]1[C:9]2[C:4](=[CH:5][CH:6]=[CH:7][CH:8]=2)[C:3]([CH2:10][C@H:11]2[N:28]([CH3:29])[C:27](=[O:30])[C@H:26]([CH3:31])[NH:25][C:24](=[O:32])[CH2:23][CH2:22][C:21]([CH3:33])=[CH:20][CH2:19][CH2:18][O:17][C:16](=[O:34])[CH2:15][C@H:14]([C:35]3[CH:40]=[CH:39][C:38]([OH:41])=[C:37]([Cl:49])[CH:36]=3)[NH:13][C:12]2=[O:50])=[CH:2]1. The yield is 0.810. (9) The reactants are [H-].[Na+].[NH:3]1[C:11]2[C:6](=[CH:7][CH:8]=[CH:9][CH:10]=2)[CH2:5][CH2:4]1.[CH3:12]I. The catalyst is O1CCCC1.C(O)C. The product is [CH3:12][N:3]1[C:11]2[C:6](=[CH:7][CH:8]=[CH:9][CH:10]=2)[CH2:5][CH2:4]1. The yield is 0.600.